This data is from Forward reaction prediction with 1.9M reactions from USPTO patents (1976-2016). The task is: Predict the product of the given reaction. (1) Given the reactants Br[C:2]1[CH:7]=[C:6]([C:8]([CH3:19])([CH3:18])[CH2:9][O:10][Si:11]([C:14]([CH3:17])([CH3:16])[CH3:15])([CH3:13])[CH3:12])[CH:5]=[CH:4][C:3]=1[NH2:20].[CH3:21][C:22]1([CH3:31])[CH2:27][CH2:26][C:25](B(O)O)=[CH:24][CH2:23]1.C([O-])([O-])=O.[Na+].[Na+].CCOC(C)=O, predict the reaction product. The product is: [C:14]([Si:11]([CH3:13])([CH3:12])[O:10][CH2:9][C:8]([C:6]1[CH:5]=[CH:4][C:3]([NH2:20])=[C:2]([C:25]2[CH2:26][CH2:27][C:22]([CH3:31])([CH3:21])[CH2:23][CH:24]=2)[CH:7]=1)([CH3:19])[CH3:18])([CH3:17])([CH3:16])[CH3:15]. (2) Given the reactants [Cl:1][C:2]1[CH:3]=[C:4](I)[CH:5]=[C:6]2[C:11]=1[O:10][CH:9]([C:12]([F:15])([F:14])[F:13])[C:8]([C:16]([O:18][CH2:19][CH3:20])=[O:17])=[CH:7]2.C(=O)([O-])[O-].[K+].[K+].[CH2:28](B(CC)CC)[CH3:29].O, predict the reaction product. The product is: [Cl:1][C:2]1[CH:3]=[C:4]([CH2:28][CH3:29])[CH:5]=[C:6]2[C:11]=1[O:10][CH:9]([C:12]([F:15])([F:14])[F:13])[C:8]([C:16]([O:18][CH2:19][CH3:20])=[O:17])=[CH:7]2. (3) Given the reactants [Cl:1][C:2]1[CH:3]=[C:4]([NH:9][C:10]2[C:19]3[C:14](=[CH:15][CH:16]=[C:17]([NH:20][CH2:21][C:22]4[CH:27]=[CH:26][CH:25]=[C:24]([N+:28]([O-])=O)[CH:23]=4)[CH:18]=3)[N:13]=[CH:12][C:11]=2[C:31]#[N:32])[CH:5]=[CH:6][C:7]=1[F:8].O.O.[Sn](Cl)(Cl)(Cl)Cl, predict the reaction product. The product is: [NH2:28][C:24]1[CH:23]=[C:22]([CH:27]=[CH:26][CH:25]=1)[CH2:21][NH:20][C:17]1[CH:18]=[C:19]2[C:14](=[CH:15][CH:16]=1)[N:13]=[CH:12][C:11]([C:31]#[N:32])=[C:10]2[NH:9][C:4]1[CH:5]=[CH:6][C:7]([F:8])=[C:2]([Cl:1])[CH:3]=1. (4) Given the reactants [OH:1][C:2]1[C:3](=[O:8])[NH:4][CH:5]=[CH:6][CH:7]=1.[NH2:9][C:10]1[C:11]([NH2:19])=[C:12]([CH:16]=[CH:17][CH:18]=1)[C:13]([OH:15])=[O:14].CC1OC=CC(=O)C=1O.C(OCCO)C.O, predict the reaction product. The product is: [OH:14][C:7]1[CH:6]=[CH:5][NH:4][C:3](=[O:8])[C:2]=1[OH:1].[NH2:9][C:10]1[C:11]([NH2:19])=[C:12]([CH:16]=[CH:17][CH:18]=1)[C:13]([OH:15])=[O:14]. (5) Given the reactants C([N:8]1[CH2:13][CH2:12][CH:11]([N:14]2[C:18]3=[N:19][C:20]([Cl:29])=[N:21][C:22]([N:23]4[CH2:28][CH2:27][O:26][CH2:25][CH2:24]4)=[C:17]3[CH:16]=[N:15]2)[CH2:10][CH2:9]1)C1C=CC=CC=1.[CH3:30][O:31][C:32](Cl)=[O:33], predict the reaction product. The product is: [CH3:30][O:31][C:32]([N:8]1[CH2:9][CH2:10][CH:11]([N:14]2[C:18]3=[N:19][C:20]([Cl:29])=[N:21][C:22]([N:23]4[CH2:24][CH2:25][O:26][CH2:27][CH2:28]4)=[C:17]3[CH:16]=[N:15]2)[CH2:12][CH2:13]1)=[O:33]. (6) Given the reactants [CH2:1]([C:4]1([S:7]([NH:10][C:11]2[CH:16]=[CH:15][C:14](=[O:17])[N:13]([CH3:18])[C:12]=2[N:19]([C:27]2[CH:32]=[CH:31][C:30]([I:33])=[CH:29][C:28]=2[F:34])[C:20](=[O:26])[O:21][C:22]([CH3:25])([CH3:24])[CH3:23])(=[O:9])=[O:8])[CH2:6][CH2:5]1)[CH:2]=C.CC1C=CC=C(C)N=1.[O:43]1CCOCC1, predict the reaction product. The product is: [F:34][C:28]1[CH:29]=[C:30]([I:33])[CH:31]=[CH:32][C:27]=1[N:19]([C:12]1[N:13]([CH3:18])[C:14](=[O:17])[CH:15]=[CH:16][C:11]=1[NH:10][S:7]([C:4]1([CH2:1][CH:2]=[O:43])[CH2:5][CH2:6]1)(=[O:9])=[O:8])[C:20](=[O:26])[O:21][C:22]([CH3:24])([CH3:23])[CH3:25]. (7) Given the reactants FC(F)(F)C(O)=O.C([O:10][CH:11](OCC)[CH2:12][N:13]1[CH:17]=[CH:16][C:15]([C:18]2[CH:23]=[CH:22][C:21]([F:24])=[CH:20][N:19]=2)=[N:14]1)C.C([O-])(O)=O.[Na+], predict the reaction product. The product is: [F:24][C:21]1[CH:22]=[CH:23][C:18]([C:15]2[CH:16]=[CH:17][N:13]([CH2:12][CH:11]=[O:10])[N:14]=2)=[N:19][CH:20]=1. (8) The product is: [Cl:1][C:2]1[CH:3]=[C:4]([C:10]2[N:32]([CH2:33][C:34]3[CH:35]=[N:36][CH:37]=[CH:38][CH:39]=3)[C:13]([C:15]([NH:17][CH2:18][C:19]3[CH:24]=[CH:23][C:22]([O:25][C:26]4[CH:31]=[CH:30][CH:29]=[CH:28][CH:27]=4)=[CH:21][CH:20]=3)=[O:16])=[N:12][N:11]=2)[CH:5]=[C:6]([Cl:9])[C:7]=1[OH:8]. Given the reactants [Cl:1][C:2]1[CH:3]=[C:4]([C:10]2O[C:13]([C:15]([NH:17][CH2:18][C:19]3[CH:24]=[CH:23][C:22]([O:25][C:26]4[CH:31]=[CH:30][CH:29]=[CH:28][CH:27]=4)=[CH:21][CH:20]=3)=[O:16])=[N:12][N:11]=2)[CH:5]=[C:6]([Cl:9])[C:7]=1[OH:8].[NH2:32][CH2:33][C:34]1[CH:35]=[N:36][CH:37]=[CH:38][CH:39]=1, predict the reaction product. (9) Given the reactants [Cl:1][C:2]1[CH:3]=[C:4]([C:9]([F:12])([F:11])[F:10])[CH:5]=[CH:6][C:7]=1[OH:8].[CH2:13]([O:20][CH:21]([CH2:24][OH:25])[CH2:22]O)[C:14]1[CH:19]=[CH:18][CH:17]=[CH:16][CH:15]=1.O[C:27]1[CH:32]=[CH:31][C:30]([CH:33]([C:39]#[C:40][CH3:41])[CH2:34][C:35]([O:37]C)=[O:36])=[CH:29][CH:28]=1, predict the reaction product. The product is: [CH2:13]([O:20][CH:21]([CH2:22][O:8][C:7]1[CH:6]=[CH:5][C:4]([C:9]([F:10])([F:11])[F:12])=[CH:3][C:2]=1[Cl:1])[CH2:24][O:25][C:27]1[CH:32]=[CH:31][C:30]([CH:33]([C:39]#[C:40][CH3:41])[CH2:34][C:35]([OH:37])=[O:36])=[CH:29][CH:28]=1)[C:14]1[CH:15]=[CH:16][CH:17]=[CH:18][CH:19]=1. (10) Given the reactants Cl.[CH3:2][O:3][C:4](=[O:10])[C@@H:5]1[CH2:9][CH2:8][CH2:7][NH:6]1.C(N(CC)CC)C.[Cl:18][C:19]1[CH:20]=[C:21]([S:26](Cl)(=[O:28])=[O:27])[CH:22]=[C:23]([Cl:25])[CH:24]=1, predict the reaction product. The product is: [CH3:2][O:3][C:4](=[O:10])[C@@H:5]1[CH2:9][CH2:8][CH2:7][N:6]1[S:26]([C:21]1[CH:20]=[C:19]([Cl:18])[CH:24]=[C:23]([Cl:25])[CH:22]=1)(=[O:28])=[O:27].